This data is from Reaction yield outcomes from USPTO patents with 853,638 reactions. The task is: Predict the reaction yield, written as a fraction of the theoretical maximum amount of product (1.0 means a 100% yield; for example, 0.34 means a 34% yield). (1) The reactants are [F:1][C:2]1[CH:7]=[CH:6][C:5]([C:8]2([OH:19])[CH2:13][C:12]([CH3:15])([CH3:14])[N:11]([OH:16])[C:10]([CH3:18])([CH3:17])[CH2:9]2)=[CH:4][CH:3]=1.[ClH:20]. The catalyst is CC(O)C. The product is [ClH:20].[F:1][C:2]1[CH:7]=[CH:6][C:5]([C:8]2([OH:19])[CH2:13][C:12]([CH3:14])([CH3:15])[N:11]([OH:16])[C:10]([CH3:18])([CH3:17])[CH2:9]2)=[CH:4][CH:3]=1. The yield is 0.270. (2) The reactants are [F:1][C:2]1[CH:7]=[CH:6][C:5]([C:8]2[O:9][C:10]3[CH:20]=[CH:19][C:18]([C:21]4[CH:26]=[C:25]([O:27]C(C)C)[CH:24]=[C:23]([C:31](=[O:37])[NH:32][CH2:33][CH:34]([CH3:36])[CH3:35])[CH:22]=4)=[CH:17][C:11]=3[C:12]=2[C:13]([NH:15][CH3:16])=[O:14])=[CH:4][CH:3]=1.ClB(Cl)Cl.CO. The catalyst is ClCCl. The product is [F:1][C:2]1[CH:3]=[CH:4][C:5]([C:8]2[O:9][C:10]3[CH:20]=[CH:19][C:18]([C:21]4[CH:22]=[C:23]([C:31](=[O:37])[NH:32][CH2:33][CH:34]([CH3:35])[CH3:36])[CH:24]=[C:25]([OH:27])[CH:26]=4)=[CH:17][C:11]=3[C:12]=2[C:13]([NH:15][CH3:16])=[O:14])=[CH:6][CH:7]=1. The yield is 1.00. (3) The reactants are [CH:1]1[C:13]2[NH:12][C:11]3[C:6](=[CH:7][CH:8]=[CH:9][CH:10]=3)[C:5]=2[CH:4]=[C:3]([C:14]([OH:16])=O)[CH:2]=1.[NH:17]1[CH2:22][CH2:21][CH2:20][CH2:19][CH2:18]1.CCN([CH:29]([CH3:31])[CH3:30])C(C)C.[CH2:32](Cl)[CH2:33]Cl. The catalyst is CN(C1C=CN=CC=1)C.C(Cl)Cl. The product is [CH2:32]([N:12]1[C:13]2[CH:1]=[CH:2][C:3]([C:14]([N:17]3[CH2:22][CH2:21][CH2:20][CH2:19][CH2:18]3)=[O:16])=[CH:4][C:5]=2[C:6]2[C:11]1=[CH:10][CH:9]=[CH:8][CH:7]=2)[CH2:33][CH2:31][CH2:29][CH3:30]. The yield is 0.930. (4) The reactants are [CH3:1][C:2]1[N:3]([C:8]2[N:13]=[C:12]([CH2:14][CH:15]([C:18]3[CH:23]=[CH:22][CH:21]=[C:20]([CH2:24][CH2:25][C:26]4[CH:31]=[C:30]([CH3:32])[CH:29]=[C:28]([N:33]5[C:37]([CH3:38])=[CH:36][CH:35]=[C:34]5[CH3:39])[N:27]=4)[N:19]=3)[CH2:16][NH2:17])[CH:11]=[C:10]([CH3:40])[CH:9]=2)[C:4]([CH3:7])=[CH:5][CH:6]=1.[CH3:41][C:42]([O:45][C:46](O[C:46]([O:45][C:42]([CH3:44])([CH3:43])[CH3:41])=[O:47])=[O:47])([CH3:44])[CH3:43].C(N(CC)CC)C. The product is [C:46]([NH:17][CH2:16][CH:15]([C:18]1[CH:23]=[CH:22][CH:21]=[C:20]([CH2:24][CH2:25][C:26]2[CH:31]=[C:30]([CH3:32])[CH:29]=[C:28]([N:33]3[C:37]([CH3:38])=[CH:36][CH:35]=[C:34]3[CH3:39])[N:27]=2)[N:19]=1)[CH2:14][C:12]1[CH:11]=[C:10]([CH3:40])[CH:9]=[C:8]([N:3]2[C:4]([CH3:7])=[CH:5][CH:6]=[C:2]2[CH3:1])[N:13]=1)([O:45][C:42]([CH3:44])([CH3:43])[CH3:41])=[O:47]. The catalyst is ClCCl. The yield is 0.620.